From a dataset of Peptide-MHC class II binding affinity with 134,281 pairs from IEDB. Regression. Given a peptide amino acid sequence and an MHC pseudo amino acid sequence, predict their binding affinity value. This is MHC class II binding data. (1) The binding affinity (normalized) is 0.417. The MHC is DRB1_0301 with pseudo-sequence DRB1_0301. The peptide sequence is KGYMFESKSMKLRTQI. (2) The peptide sequence is SVKEDLVAYGGSWKL. The MHC is DRB3_0301 with pseudo-sequence DRB3_0301. The binding affinity (normalized) is 0.343. (3) The MHC is HLA-DPA10301-DPB10402 with pseudo-sequence HLA-DPA10301-DPB10402. The binding affinity (normalized) is 0.122. The peptide sequence is EHGSDEWVAMTKGEGGVWTF. (4) The peptide sequence is PETEKAEEVEKIEKT. The binding affinity (normalized) is 0.166. The MHC is HLA-DPA10201-DPB10501 with pseudo-sequence HLA-DPA10201-DPB10501. (5) The peptide sequence is NTSYRLISCNTSVI. The MHC is HLA-DQA10301-DQB10301 with pseudo-sequence HLA-DQA10301-DQB10301. The binding affinity (normalized) is 0.348. (6) The peptide sequence is WELGLSPQQICTNFK. The MHC is DRB1_0901 with pseudo-sequence DRB1_0901. The binding affinity (normalized) is 0.194. (7) The peptide sequence is YYSEPTSENNAHHVC. The MHC is HLA-DQA10102-DQB10501 with pseudo-sequence HLA-DQA10102-DQB10501. The binding affinity (normalized) is 0. (8) The peptide sequence is EKKYFCATQFEPLAA. The MHC is HLA-DQA10301-DQB10302 with pseudo-sequence HLA-DQA10301-DQB10302. The binding affinity (normalized) is 0.235.